Regression/Classification. Given a drug SMILES string, predict its toxicity properties. Task type varies by dataset: regression for continuous values (e.g., LD50, hERG inhibition percentage) or binary classification for toxic/non-toxic outcomes (e.g., AMES mutagenicity, cardiotoxicity, hepatotoxicity). Dataset: herg_karim. From a dataset of hERG potassium channel inhibition data for cardiac toxicity prediction from Karim et al.. (1) The compound is C[C@H]1C[C@H]2CSC(N)=N[C@@]2(c2cc(NC(=O)c3ccc(C#N)cn3)cs2)CO1. The result is 1 (blocker). (2) The compound is O=C(NO)C1(S(=O)(=O)c2ccc(OCc3ccc(OC(F)(F)F)cc3)cc2)CCC2(CCNCC2)C1. The result is 0 (non-blocker). (3) The drug is COc1ccc2ncc(=O)n(CCN3CC[C@@H](NCc4ccc5c(n4)NC(=O)CO5)[C@H](OC)C3)c2c1. The result is 0 (non-blocker).